Dataset: Catalyst prediction with 721,799 reactions and 888 catalyst types from USPTO. Task: Predict which catalyst facilitates the given reaction. (1) Reactant: [NH2:1][C:2]1[N:11]=[CH:10][CH:9]=[CH:8][C:3]=1[C:4]([O:6][CH3:7])=[O:5].CC1(C)[O:18][C:17](=O)[CH:16]=[C:15]([CH3:20])[O:14]1. Product: [O:14]=[C:15]([CH3:20])[CH2:16][C:17]([NH:1][C:2]1[N:11]=[CH:10][CH:9]=[CH:8][C:3]=1[C:4]([O:6][CH3:7])=[O:5])=[O:18]. The catalyst class is: 113. (2) The catalyst class is: 191. Product: [NH2:13][C:7]1[CH:6]=[CH:5][C:4]([N+:1]([O-:3])=[O:2])=[CH:12][C:8]=1[C:9]([O:11][CH3:14])=[O:10]. Reactant: [N+:1]([C:4]1[CH:12]=[C:8]([C:9]([OH:11])=[O:10])[C:7]([NH2:13])=[CH:6][CH:5]=1)([O-:3])=[O:2].[CH:14]1C=CC=CC=1.S(=O)(=O)(O)O. (3) Reactant: [OH:1][C:2]1[CH:3]=[C:4]([C:8](=[O:10])[CH3:9])[CH:5]=[CH:6][CH:7]=1.[CH:11]1([Mg]Cl)[CH2:16][CH2:15][CH2:14][CH2:13][CH2:12]1. Product: [CH:11]1([C:8]([C:4]2[CH:3]=[C:2]([OH:1])[CH:7]=[CH:6][CH:5]=2)([OH:10])[CH3:9])[CH2:16][CH2:15][CH2:14][CH2:13][CH2:12]1. The catalyst class is: 27. (4) Reactant: [C:1]([O:5][C:6]([NH:8][C@@H:9]([C@@H:13]([OH:15])[CH3:14])[C:10]([OH:12])=O)=[O:7])([CH3:4])([CH3:3])[CH3:2].CCN(C(C)C)C(C)C.C1C=CC2N(O)N=NC=2C=1.O.[CH2:36]([NH:40][CH3:41])[CH:37]([CH3:39])[CH3:38].CCN=C=NCCCN(C)C.Cl. Product: [OH:15][C@@H:13]([CH3:14])[C@H:9]([NH:8][C:6](=[O:7])[O:5][C:1]([CH3:2])([CH3:3])[CH3:4])[C:10]([N:40]([CH2:36][CH:37]([CH3:39])[CH3:38])[CH3:41])=[O:12]. The catalyst class is: 2. (5) Reactant: [N:1]1[CH:6]=[CH:5][CH:4]=[CH:3][C:2]=1[CH2:7][NH2:8].C(N(CC)CC)C.[CH2:16]([O:18][C:19]1[CH:24]=[CH:23][C:22]([S:25](Cl)(=[O:27])=[O:26])=[CH:21][CH:20]=1)[CH3:17]. Product: [CH2:16]([O:18][C:19]1[CH:20]=[CH:21][C:22]([S:25]([NH:8][CH2:7][C:2]2[CH:3]=[CH:4][CH:5]=[CH:6][N:1]=2)(=[O:27])=[O:26])=[CH:23][CH:24]=1)[CH3:17]. The catalyst class is: 2. (6) Reactant: [F:1][C:2]1([F:34])[CH2:5][CH:4]([CH2:6][NH:7][C:8]2[CH:13]=[CH:12][C:11]([C:14]([N:16]3[CH2:21][CH2:20][C@:19]4([C:25]5[CH:30]=[CH:29][CH:28]=[C:27]([F:31])[CH:26]=5)[O:22][CH2:23][O:24][C@@H:18]4[CH2:17]3)=[O:15])=[CH:10][C:9]=2[O:32][CH3:33])[CH2:3]1.[C:35]([O-])([O-])=O.[K+].[K+].N[C@H](C(O)=O)CCSC. Product: [F:31][C:27]1[CH:26]=[C:25]([C@@:19]23[O:22][CH2:23][O:24][C@@H:18]2[CH2:17][N:16]([C:14]([C:11]2[CH:12]=[CH:13][C:8]([N:7]([CH2:6][CH:4]4[CH2:5][C:2]([F:1])([F:34])[CH2:3]4)[CH3:35])=[C:9]([O:32][CH3:33])[CH:10]=2)=[O:15])[CH2:21][CH2:20]3)[CH:30]=[CH:29][CH:28]=1. The catalyst class is: 18.